From a dataset of Forward reaction prediction with 1.9M reactions from USPTO patents (1976-2016). Predict the product of the given reaction. (1) Given the reactants [Cl:1][C:2]1[CH:3]=[CH:4][C:5]([C:28]#[N:29])=[C:6]([C:8]2[C:13]([O:14][CH3:15])=[CH:12][N:11]([CH:16]([CH2:20][CH:21]([CH3:26])[C:22]([F:25])([F:24])[F:23])[C:17](O)=[O:18])[C:10](=[O:27])[CH:9]=2)[CH:7]=1.[NH2:30][C:31]1[CH:43]=[CH:42][C:34]([C:35]([O:37][C:38]([CH3:41])([CH3:40])[CH3:39])=[O:36])=[CH:33][CH:32]=1, predict the reaction product. The product is: [Cl:1][C:2]1[CH:3]=[CH:4][C:5]([C:28]#[N:29])=[C:6]([C:8]2[C:13]([O:14][CH3:15])=[CH:12][N:11]([CH:16]([CH2:20][CH:21]([CH3:26])[C:22]([F:24])([F:25])[F:23])[C:17]([NH:30][C:31]3[CH:43]=[CH:42][C:34]([C:35]([O:37][C:38]([CH3:39])([CH3:40])[CH3:41])=[O:36])=[CH:33][CH:32]=3)=[O:18])[C:10](=[O:27])[CH:9]=2)[CH:7]=1. (2) The product is: [NH2:8][C:16]1[N:17]=[C:18]([CH3:47])[C:19]([CH2:23][NH:24][C:25]2[C:26]3[C:30]([CH:31]=[CH:32][CH:33]=2)=[N:29][N:28]([CH2:34][C:35]2[CH:40]=[CH:39][C:38]([CH2:41][N:42]4[CH:46]=[CH:45][CH:44]=[N:43]4)=[CH:37][CH:36]=2)[CH:27]=3)=[C:20]([CH3:22])[CH:21]=1. Given the reactants C(OC([N:8]([C:16]1[CH:21]=[C:20]([CH3:22])[C:19]([CH2:23][NH:24][C:25]2[C:26]3[C:30]([CH:31]=[CH:32][CH:33]=2)=[N:29][N:28]([CH2:34][C:35]2[CH:40]=[CH:39][C:38]([CH2:41][N:42]4[CH:46]=[CH:45][CH:44]=[N:43]4)=[CH:37][CH:36]=2)[CH:27]=3)=[C:18]([CH3:47])[N:17]=1)C(=O)OC(C)(C)C)=O)(C)(C)C.FC(F)(F)C(O)=O, predict the reaction product. (3) Given the reactants [OH:1][CH2:2][CH2:3][N:4]([CH2:29][CH2:30][OH:31])[C:5]1[CH:6]=[CH:7][C:8]([N:15]=[N:16][C:17]2[C:22]([C:23]#[N:24])=[CH:21][C:20]([N+:25]([O-:27])=[O:26])=[CH:19][C:18]=2Br)=[C:9]([NH:11][C:12](=[O:14])[CH3:13])[CH:10]=1.[Cu][C:33]#[N:34].O, predict the reaction product. The product is: [OH:1][CH2:2][CH2:3][N:4]([CH2:29][CH2:30][OH:31])[C:5]1[CH:6]=[CH:7][C:8]([N:15]=[N:16][C:17]2[C:22]([C:23]#[N:24])=[CH:21][C:20]([N+:25]([O-:27])=[O:26])=[CH:19][C:18]=2[C:33]#[N:34])=[C:9]([NH:11][C:12](=[O:14])[CH3:13])[CH:10]=1. (4) Given the reactants [ClH:1].[C:2]([C:4]1[N:9]=[CH:8][C:7]([C:10]2[C:22]3[C:21]4[C:16](=[CH:17][CH:18]=[CH:19][CH:20]=4)[N:15]([C:23]4[CH:35]=[CH:34][C:26]([C:27]([O:29]C(C)(C)C)=[O:28])=[C:25]([NH:36][CH:37]5[CH2:43][CH:42]6[N:44]([CH3:45])[CH:39]([CH2:40][CH2:41]6)[CH2:38]5)[CH:24]=4)[C:14]=3[CH:13]=[CH:12][CH:11]=2)=[CH:6][CH:5]=1)#[N:3], predict the reaction product. The product is: [ClH:1].[C:2]([C:4]1[N:9]=[CH:8][C:7]([C:10]2[C:22]3[C:21]4[C:16](=[CH:17][CH:18]=[CH:19][CH:20]=4)[N:15]([C:23]4[CH:35]=[CH:34][C:26]([C:27]([OH:29])=[O:28])=[C:25]([NH:36][CH:37]5[CH2:43][CH:42]6[N:44]([CH3:45])[CH:39]([CH2:40][CH2:41]6)[CH2:38]5)[CH:24]=4)[C:14]=3[CH:13]=[CH:12][CH:11]=2)=[CH:6][CH:5]=1)#[N:3]. (5) Given the reactants [OH:1][CH2:2][CH2:3][N:4]1[CH:9]=[C:8]([C:10]2[CH:15]=[CH:14][CH:13]=[CH:12][CH:11]=2)[CH:7]=[N:6][C:5]1=[O:16].Cl[C:18]1[C:27]2[C:22](=[CH:23][C:24]([O:28][CH3:29])=[CH:25][CH:26]=2)[N:21]=[CH:20][CH:19]=1.C(=O)([O-])[O-].[Cs+].[Cs+].C(P(C(C)(C)C)C1C=CC2C(=CC=CC=2)C=1C1C2C(=CC=CC=2)C=CC=1)(C)(C)C, predict the reaction product. The product is: [CH3:29][O:28][C:24]1[CH:23]=[C:22]2[C:27]([C:18]([O:1][CH2:2][CH2:3][N:4]3[CH:9]=[C:8]([C:10]4[CH:15]=[CH:14][CH:13]=[CH:12][CH:11]=4)[CH:7]=[N:6][C:5]3=[O:16])=[CH:19][CH:20]=[N:21]2)=[CH:26][CH:25]=1.